Dataset: Full USPTO retrosynthesis dataset with 1.9M reactions from patents (1976-2016). Task: Predict the reactants needed to synthesize the given product. (1) Given the product [Cl:1][C:2]1[C:3](=[O:9])[N:4]([CH:28]2[CH2:29][CH2:30][CH2:31][CH2:32][O:27]2)[N:5]=[CH:6][C:7]=1[Cl:8], predict the reactants needed to synthesize it. The reactants are: [Cl:1][C:2]1[C:3](=[O:9])[NH:4][N:5]=[CH:6][C:7]=1[Cl:8].C1(C)C=CC(S([O-])(=O)=O)=CC=1.[NH+]1C=CC=CC=1.[O:27]1[CH:32]=[CH:31][CH2:30][CH2:29][CH2:28]1. (2) Given the product [ClH:30].[Cl:30][C:26]1[CH:25]=[C:24]([C:22]2[N:21]=[C:20]3[CH2:31][CH2:32][CH2:33][C:19]3=[C:18]([NH:17][C:14]3[CH:15]=[CH:16][C:11]([CH2:10][CH:3]([CH2:4][OH:5])[C:2]([NH2:1])=[O:34])=[CH:12][CH:13]=3)[CH:23]=2)[CH:29]=[CH:28][CH:27]=1, predict the reactants needed to synthesize it. The reactants are: [NH2:1][C:2](=[O:34])[CH:3]([CH2:10][C:11]1[CH:16]=[CH:15][C:14]([NH:17][C:18]2[CH:23]=[C:22]([C:24]3[CH:29]=[CH:28][CH:27]=[C:26]([Cl:30])[CH:25]=3)[N:21]=[C:20]3[CH2:31][CH2:32][CH2:33][C:19]=23)=[CH:13][CH:12]=1)[C:4](OC(C)C)=[O:5].[H-].[Al+3].[Li+].[H-].[H-].[H-]. (3) Given the product [CH2:21]([N:22]1[C:5](=[NH:6])[C:4]2[C:7](=[CH:8][N:9]=[CH:10][C:3]=2[O:2][CH3:1])[S:11]1(=[O:33])=[O:31])[CH3:20], predict the reactants needed to synthesize it. The reactants are: [CH3:1][O:2][C:3]1[CH:10]=[N:9][CH:8]=[C:7]([S:11]CCC)[C:4]=1[C:5]#[N:6].C[O-].[Na+].ClC1C=NC=C(SCCC)[C:20]=1[C:21]#[N:22].[OH2:31].C[OH:33]. (4) The reactants are: [CH3:1][N:2]([CH3:13])[C:3]1[CH:8]=[CH:7][C:6]([CH2:9][C:10]([OH:12])=O)=[CH:5][CH:4]=1.[Cl:14][C:15]1[CH:16]=[C:17]([CH:19]=[CH:20][C:21]=1[Cl:22])[NH2:18]. Given the product [Cl:14][C:15]1[CH:16]=[C:17]([NH:18][C:10](=[O:12])[CH2:9][C:6]2[CH:5]=[CH:4][C:3]([N:2]([CH3:1])[CH3:13])=[CH:8][CH:7]=2)[CH:19]=[CH:20][C:21]=1[Cl:22], predict the reactants needed to synthesize it. (5) Given the product [C:42]([C:32]([N:17]([CH2:1][C:3]1[CH:8]=[CH:7][C:6]([B:9]([OH:11])[OH:10])=[CH:5][CH:4]=1)[CH2:16][CH2:15][CH2:14][F:13])=[O:35])([CH3:45])([CH3:44])[CH3:43], predict the reactants needed to synthesize it. The reactants are: [CH:1]([C:3]1[CH:8]=[CH:7][C:6]([B:9]([OH:11])[OH:10])=[CH:5][CH:4]=1)=O.Cl.[F:13][CH2:14][CH2:15][CH2:16][NH2:17].[BH-](OC(C)=O)(OC(C)=O)OC(C)=O.[Na+].[C:32]([O-:35])([O-])=O.[Na+].[Na+].O(C(O[C:42]([CH3:45])([CH3:44])[CH3:43])=O)C(O[C:42]([CH3:45])([CH3:44])[CH3:43])=O. (6) Given the product [Cl:17][C:18]1[C:26]([C:27]([F:29])([F:30])[F:28])=[CH:25][CH:24]=[CH:23][C:19]=1[C:20]([N:7]1[CH2:8][CH2:9][N:4]2[CH:3]=[CH:2][N:1]=[C:5]2[CH2:6]1)=[O:21], predict the reactants needed to synthesize it. The reactants are: [N:1]1[CH:2]=[CH:3][N:4]2[CH2:9][CH2:8][NH:7][CH2:6][C:5]=12.C(N(CC)CC)C.[Cl:17][C:18]1[C:26]([C:27]([F:30])([F:29])[F:28])=[CH:25][CH:24]=[CH:23][C:19]=1[C:20](Cl)=[O:21]. (7) Given the product [NH2:13][C:10]1[N:9]=[C:8]([NH:29][NH:28][C:26](=[O:27])[CH2:25][CH:24]([N:30]2[CH2:38][C:37]3[C:32](=[N:33][CH:34]=[CH:35][CH:36]=3)[CH2:31]2)[CH:23]([F:22])[F:39])[C:7]2[C:12](=[C:3]([O:2][CH3:1])[CH:4]=[CH:5][CH:6]=2)[N:11]=1, predict the reactants needed to synthesize it. The reactants are: [CH3:1][O:2][C:3]1[CH:4]=[CH:5][CH:6]=[C:7]2[C:12]=1[N:11]=[C:10]([NH:13]C(=O)C)[N:9]=[C:8]2N1C=NC=N1.[F:22][CH:23]([F:39])[CH:24]([N:30]1[CH2:38][C:37]2[C:32](=[N:33][CH:34]=[CH:35][CH:36]=2)[CH2:31]1)[CH2:25][C:26]([NH:28][NH2:29])=[O:27].CCN(C(C)C)C(C)C.C(=O)([O-])[O-].[K+].[K+].